Dataset: Forward reaction prediction with 1.9M reactions from USPTO patents (1976-2016). Task: Predict the product of the given reaction. (1) Given the reactants [O:1]1[CH2:6][CH2:5][CH2:4][CH2:3][CH:2]1[N:7]1[C:11]([N+:12]([O-:14])=[O:13])=[CH:10][C:9]([C:15]([O:17]C)=[O:16])=[N:8]1.[OH-].[Li+], predict the reaction product. The product is: [O:1]1[CH2:6][CH2:5][CH2:4][CH2:3][CH:2]1[N:7]1[C:11]([N+:12]([O-:14])=[O:13])=[CH:10][C:9]([C:15]([OH:17])=[O:16])=[N:8]1. (2) The product is: [Br:16][C:12]1[C:13]2[C:8](=[CH:7][C:6]([C:5]3[S:1][C:2]4[CH:24]=[CH:23][CH:22]=[CH:21][C:3]=4[C:4]=3[C:32](=[O:33])[CH2:31][C:25]3[CH:30]=[CH:29][CH:28]=[CH:27][CH:26]=3)=[CH:15][CH:14]=2)[CH:9]=[CH:10][C:11]=1[O:17][CH2:18][C:19]#[N:20]. Given the reactants [S:1]1[C:5]([C:6]2[CH:7]=[C:8]3[C:13](=[CH:14][CH:15]=2)[C:12]([Br:16])=[C:11]([O:17][CH2:18][C:19]#[N:20])[CH:10]=[CH:9]3)=[CH:4][C:3]2[CH:21]=[CH:22][CH:23]=[CH:24][C:2]1=2.[C:25]1([CH2:31][C:32](Cl)=[O:33])[CH:30]=[CH:29][CH:28]=[CH:27][CH:26]=1.[Sn](Cl)(Cl)(Cl)Cl, predict the reaction product. (3) Given the reactants [CH3:1][C:2]1[C:3]([N:9]2[CH2:14][CH2:13][NH:12][CH2:11][CH2:10]2)=[N:4][CH:5]=[C:6]([CH3:8])[CH:7]=1.[Br:15][C:16]1[CH:24]=[CH:23][C:19]([C:20](O)=[O:21])=[CH:18][C:17]=1[F:25], predict the reaction product. The product is: [Br:15][C:16]1[CH:24]=[CH:23][C:19]([C:20]([N:12]2[CH2:11][CH2:10][N:9]([C:3]3[C:2]([CH3:1])=[CH:7][C:6]([CH3:8])=[CH:5][N:4]=3)[CH2:14][CH2:13]2)=[O:21])=[CH:18][C:17]=1[F:25]. (4) Given the reactants [CH3:1][CH2:2][C:3]1[CH:8]=[CH:7][C:6]([C:9]([CH3:11])=[O:10])=[CH:5][CH:4]=1.Br.[OH2:13], predict the reaction product. The product is: [CH2:2]([C:3]1[CH:8]=[CH:7][C:6]([C:9](=[O:10])[CH:11]=[O:13])=[CH:5][CH:4]=1)[CH3:1]. (5) The product is: [F:16][C:17]1[CH:18]=[C:19]([C:23]2[N:24]=[C:25]([CH:28]3[CH2:33][CH2:32][N:31]([C:8]([NH:7][C:3]4[N:2]=[N:1][CH:6]=[CH:5][CH:4]=4)=[O:15])[CH2:30][CH2:29]3)[S:26][CH:27]=2)[CH:20]=[CH:21][CH:22]=1. Given the reactants [N:1]1[CH:6]=[CH:5][CH:4]=[C:3]([NH:7][C:8](=[O:15])OCC(Cl)(Cl)Cl)[N:2]=1.[F:16][C:17]1[CH:18]=[C:19]([C:23]2[N:24]=[C:25]([CH:28]3[CH2:33][CH2:32][NH:31][CH2:30][CH2:29]3)[S:26][CH:27]=2)[CH:20]=[CH:21][CH:22]=1.C(N(C(C)C)CC)(C)C.O, predict the reaction product. (6) Given the reactants [OH-].[Na+].C([O:6][CH2:7][C:8]1[CH:13]=[C:12]([O:14][C:15]2[C:20]3[CH:21]=[CH:22][O:23][C:19]=3[CH:18]=[CH:17][N:16]=2)[CH:11]=[CH:10][C:9]=1[C:24]1[C:25]([CH3:31])=[N:26][CH:27]=[N:28][C:29]=1[CH3:30])(=O)C.[Cl-].[Na+], predict the reaction product. The product is: [CH3:31][C:25]1[C:24]([C:9]2[CH:10]=[CH:11][C:12]([O:14][C:15]3[C:20]4[CH:21]=[CH:22][O:23][C:19]=4[CH:18]=[CH:17][N:16]=3)=[CH:13][C:8]=2[CH2:7][OH:6])=[C:29]([CH3:30])[N:28]=[CH:27][N:26]=1. (7) Given the reactants [CH2:1]([O:8][C:9]([NH:11][CH:12]([CH2:20][NH:21][C:22]1[C:27]([CH3:28])=[C:26]([N:29]2[CH2:34][CH2:33][CH:32]([C:35]3[CH:40]=[CH:39][CH:38]=[C:37]([N:41]4C(C)=CC=C4C)[N:36]=3)[CH2:31][CH2:30]2)[N:25]=[CH:24][N:23]=1)[C:13]([O:15][C:16]([CH3:19])([CH3:18])[CH3:17])=[O:14])=[O:10])[C:2]1[CH:7]=[CH:6][CH:5]=[CH:4][CH:3]=1.Cl.NO, predict the reaction product. The product is: [NH2:41][C:37]1[N:36]=[C:35]([CH:32]2[CH2:31][CH2:30][N:29]([C:26]3[N:25]=[CH:24][N:23]=[C:22]([NH:21][CH2:20][CH:12]([NH:11][C:9]([O:8][CH2:1][C:2]4[CH:3]=[CH:4][CH:5]=[CH:6][CH:7]=4)=[O:10])[C:13]([O:15][C:16]([CH3:19])([CH3:18])[CH3:17])=[O:14])[C:27]=3[CH3:28])[CH2:34][CH2:33]2)[CH:40]=[CH:39][CH:38]=1. (8) Given the reactants CC(OI1(OC(C)=O)(OC(C)=O)OC(=O)C2C1=CC=CC=2)=O.ClCCl.N1C=CC=CC=1.[C:32]([C:36]1[CH:41]=[CH:40][C:39]([CH:42]([OH:67])[C:43]2[C:44]([C:60]3[CH:65]=[CH:64][C:63]([F:66])=[CH:62][CH:61]=3)=[C:45]3[C:53](=[CH:54][C:55]=2[CH:56]([CH3:58])[CH3:57])[O:52][C:48]2([CH2:51][CH2:50][CH2:49]2)[CH2:47][C:46]3=[O:59])=[CH:38][CH:37]=1)([CH3:35])([CH3:34])[CH3:33], predict the reaction product. The product is: [C:32]([C:36]1[CH:37]=[CH:38][C:39]([C:42]([C:43]2[C:44]([C:60]3[CH:65]=[CH:64][C:63]([F:66])=[CH:62][CH:61]=3)=[C:45]3[C:53](=[CH:54][C:55]=2[CH:56]([CH3:58])[CH3:57])[O:52][C:48]2([CH2:51][CH2:50][CH2:49]2)[CH2:47][C:46]3=[O:59])=[O:67])=[CH:40][CH:41]=1)([CH3:34])([CH3:35])[CH3:33].